This data is from Full USPTO retrosynthesis dataset with 1.9M reactions from patents (1976-2016). The task is: Predict the reactants needed to synthesize the given product. (1) The reactants are: C[C:2]1[CH:10]=[CH:9][C:5]([C:6]([OH:8])=[O:7])=[CH:4][N:3]=1.[OH-].[Na+].Cl.[CH2:14]([OH:16])C. Given the product [CH3:14][O:16][C:2]1[CH:10]=[CH:9][C:5]([C:6]([OH:8])=[O:7])=[CH:4][N:3]=1, predict the reactants needed to synthesize it. (2) Given the product [C:1]1([C:13]([NH:15][CH2:16][C:17]2[CH:18]=[CH:19][C:20]([C:21]([OH:23])=[O:22])=[CH:25][CH:26]=2)=[O:14])[C:11]2=[C:12]3[C:7](=[CH:8][CH:9]=[CH:10]2)[CH2:6][CH2:5][CH2:4][N:3]3[CH:2]=1, predict the reactants needed to synthesize it. The reactants are: [C:1]1([C:13]([NH:15][CH2:16][C:17]2[CH:26]=[CH:25][C:20]([C:21]([O:23]C)=[O:22])=[CH:19][CH:18]=2)=[O:14])[C:11]2=[C:12]3[C:7](=[CH:8][CH:9]=[CH:10]2)[CH2:6][CH2:5][CH2:4][N:3]3[CH:2]=1.C1COCC1.[OH-].[K+].Cl. (3) The reactants are: [Cl:1][C:2]1[CH:7]=[CH:6][C:5]([C:8]2[N:9]([CH2:14][CH:15]([OH:20])[C:16]([F:19])([F:18])[F:17])[C:10](=[O:13])[NH:11][N:12]=2)=[CH:4][CH:3]=1.C(=O)([O-])[O-].[Cs+].[Cs+].[Br:27][C:28]1[CH:29]=[C:30]([CH:33]=[CH:34][CH:35]=1)[CH2:31]Br. Given the product [Br:27][C:28]1[CH:29]=[C:30]([CH:33]=[CH:34][CH:35]=1)[CH2:31][N:11]1[C:10](=[O:13])[N:9]([CH2:14][CH:15]([OH:20])[C:16]([F:18])([F:19])[F:17])[C:8]([C:5]2[CH:6]=[CH:7][C:2]([Cl:1])=[CH:3][CH:4]=2)=[N:12]1, predict the reactants needed to synthesize it. (4) Given the product [CH2:26]([O:33][C:34](=[O:35])[NH:19][C:12]12[CH2:13][CH:14]3[CH2:18][C:10]([C:7]4[CH:6]=[CH:5][C:4]([N+:1]([O-:3])=[O:2])=[CH:9][CH:8]=4)([CH2:17][CH:16]1[CH2:15]3)[CH2:11]2)[C:27]1[CH:32]=[CH:31][CH:30]=[CH:29][CH:28]=1, predict the reactants needed to synthesize it. The reactants are: [N+:1]([C:4]1[CH:9]=[CH:8][C:7]([C:10]23[CH2:18][CH:14]4[CH2:15][CH:16]([CH2:17]2)[C:12]([NH2:19])([CH2:13]4)[CH2:11]3)=[CH:6][CH:5]=1)([O-:3])=[O:2].C([O-])([O-])=O.[K+].[K+].[CH2:26]([O:33][C:34](Cl)=[O:35])[C:27]1[CH:32]=[CH:31][CH:30]=[CH:29][CH:28]=1. (5) Given the product [N:1]1([CH2:6][C:7]([N:18]2[CH2:19][C@H:15]([CH2:14][C:13]3[CH:37]=[CH:38][C:39]([F:40])=[C:11]([F:10])[CH:12]=3)[CH2:16][C@H:17]2[C:20]([NH:22][C:23]2[CH:28]=[CH:27][C:26]([O:29][C:30]3[CH:31]=[CH:32][C:33]([F:36])=[CH:34][CH:35]=3)=[CH:25][CH:24]=2)=[O:21])=[O:9])[CH:5]=[CH:4][N:3]=[N:2]1, predict the reactants needed to synthesize it. The reactants are: [N:1]1([CH2:6][C:7]([OH:9])=O)[CH:5]=[CH:4][N:3]=[N:2]1.[F:10][C:11]1[CH:12]=[C:13]([CH:37]=[CH:38][C:39]=1[F:40])[CH2:14][C@H:15]1[CH2:19][NH:18][C@H:17]([C:20]([NH:22][C:23]2[CH:28]=[CH:27][C:26]([O:29][C:30]3[CH:35]=[CH:34][C:33]([F:36])=[CH:32][CH:31]=3)=[CH:25][CH:24]=2)=[O:21])[CH2:16]1. (6) Given the product [F:10][C:9]([F:12])([F:11])[C:7]1[CH:6]=[C:5]([C@H:13]([O:15][C@H:16]2[CH2:20][N:19]3[C@@H:18]([CH2:28][CH2:29][CH2:30][C:21]3=[O:22])[C@@H:17]2[C:34]2[CH:39]=[CH:38][C:37]([F:40])=[CH:36][CH:35]=2)[CH3:14])[CH:4]=[C:3]([C:2]([F:41])([F:1])[F:42])[CH:8]=1, predict the reactants needed to synthesize it. The reactants are: [F:1][C:2]([F:42])([F:41])[C:3]1[CH:4]=[C:5]([C@H:13]([O:15][C@H:16]2[CH2:20][N:19]([C:21](OC(C)(C)C)=[O:22])[C@@H:18]([CH2:28][CH2:29][CH2:30]C(O)=O)[C@@H:17]2[C:34]2[CH:39]=[CH:38][C:37]([F:40])=[CH:36][CH:35]=2)[CH3:14])[CH:6]=[C:7]([C:9]([F:12])([F:11])[F:10])[CH:8]=1.CCN(C(C)C)C(C)C.C(Cl)CCl. (7) Given the product [CH2:1]([NH:3][C:4](=[O:43])[NH:5][C:6]1[N:11]=[CH:10][C:9]([C:12]2[CH:13]=[C:14]3[C:19](=[CH:20][CH:21]=2)[N:18]([CH2:22][CH:23]2[CH2:27][CH2:26][N:25]([CH2:53][CH2:52][N:46]4[CH2:51][CH2:50][O:49][CH2:48][CH2:47]4)[CH2:24]2)[CH:17]=[C:16]([C:28]([O:30][CH2:31][CH3:32])=[O:29])[C:15]3=[O:33])=[C:8]([C:34]2[S:35][CH:36]=[C:37]([C:39]([F:42])([F:41])[F:40])[N:38]=2)[CH:7]=1)[CH3:2], predict the reactants needed to synthesize it. The reactants are: [CH2:1]([NH:3][C:4](=[O:43])[NH:5][C:6]1[N:11]=[CH:10][C:9]([C:12]2[CH:13]=[C:14]3[C:19](=[CH:20][CH:21]=2)[N:18]([CH2:22][CH:23]2[CH2:27][CH2:26][NH:25][CH2:24]2)[CH:17]=[C:16]([C:28]([O:30][CH2:31][CH3:32])=[O:29])[C:15]3=[O:33])=[C:8]([C:34]2[S:35][CH:36]=[C:37]([C:39]([F:42])([F:41])[F:40])[N:38]=2)[CH:7]=1)[CH3:2].Cl.O.[N:46]1([CH2:52][CH:53]=O)[CH2:51][CH2:50][O:49][CH2:48][CH2:47]1.C([BH3-])#N. (8) The reactants are: [CH:1]1[CH:2]=[CH:3][C:4]2[NH:11][C:9](=[O:10])[CH:8]=[C:7]([CH2:12][CH:13]([NH:17][C:18]([C:20]3[CH:21]=[CH:22][C:23]([Cl:26])=[CH:24][CH:25]=3)=[O:19])[C:14]([OH:16])=[O:15])[C:5]=2[CH:6]=1.Br[CH2:28][CH2:29][CH:30]([CH3:32])[CH3:31]. Given the product [Cl:26][C:23]1[CH:24]=[CH:25][C:20]([C:18]([NH:17][CH:13]([CH2:12][C:7]2[C:5]3[C:4](=[CH:3][CH:2]=[CH:1][CH:6]=3)[NH:11][C:9](=[O:10])[CH:8]=2)[C:14]([O:16][CH2:28][CH2:29][CH:30]([CH3:32])[CH3:31])=[O:15])=[O:19])=[CH:21][CH:22]=1, predict the reactants needed to synthesize it. (9) Given the product [Cl:1][C:2]1[CH:3]=[C:4]2[C:8](=[CH:9][CH:10]=1)[N:7]([S:39]([C:36]1[CH:37]=[CH:38][C:33]([O:32][CH3:31])=[CH:34][C:35]=1[O:43][C:44]([F:45])([F:46])[F:47])(=[O:41])=[O:40])[C:6](=[O:11])[C:5]2([N:20]1[CH2:25][CH2:24][CH2:23][CH2:22][C@H:21]1[C:26]([N:28]([CH3:29])[CH3:30])=[O:27])[C:12]1[CH:17]=[CH:16][CH:15]=[CH:14][C:13]=1[O:18][CH3:19], predict the reactants needed to synthesize it. The reactants are: [Cl:1][C:2]1[CH:3]=[C:4]2[C:8](=[CH:9][CH:10]=1)[NH:7][C:6](=[O:11])[C:5]2([N:20]1[CH2:25][CH2:24][CH2:23][CH2:22][C@H:21]1[C:26]([N:28]([CH3:30])[CH3:29])=[O:27])[C:12]1[CH:17]=[CH:16][CH:15]=[CH:14][C:13]=1[O:18][CH3:19].[CH3:31][O:32][C:33]1[CH:38]=[CH:37][C:36]([S:39](Cl)(=[O:41])=[O:40])=[C:35]([O:43][C:44]([F:47])([F:46])[F:45])[CH:34]=1.